From a dataset of Reaction yield outcomes from USPTO patents with 853,638 reactions. Predict the reaction yield, written as a fraction of the theoretical maximum amount of product (1.0 means a 100% yield; for example, 0.34 means a 34% yield). (1) The reactants are [CH3:1][C:2]1[NH:3][C:4](=O)[CH:5]=[CH:6][C:7]=1[C:8]([O:10][CH2:11][CH3:12])=[O:9].P(Br)(Br)([Br:16])=O.C([O-])(O)=O.[Na+]. No catalyst specified. The product is [Br:16][C:4]1[CH:5]=[CH:6][C:7]([C:8]([O:10][CH2:11][CH3:12])=[O:9])=[C:2]([CH3:1])[N:3]=1. The yield is 0.930. (2) The reactants are [Br:1][CH2:2][C:3]1[C:12]2[C:7](=[CH:8][CH:9]=[CH:10][CH:11]=2)[C:6]([C:13]#N)=[CH:5][CH:4]=1.CC(C[AlH]CC(C)C)C.Cl.[OH2:25]. The catalyst is C1(C)C=CC=CC=1. The product is [Br:1][CH2:2][C:3]1[C:12]2[C:7](=[CH:8][CH:9]=[CH:10][CH:11]=2)[C:6]([CH:13]=[O:25])=[CH:5][CH:4]=1. The yield is 0.880.